The task is: Predict the product of the given reaction.. This data is from Forward reaction prediction with 1.9M reactions from USPTO patents (1976-2016). (1) Given the reactants [CH2:1]([NH:3][C:4](=[O:33])[NH:5][CH2:6][C:7]1[CH:8]=[C:9]([C:13]2[CH:18]=[CH:17][C:16]([C:19]([CH3:31])([CH3:30])[CH2:20][CH2:21][CH2:22][NH:23][C:24](=[O:29])[C:25]([CH3:28])([CH3:27])[CH3:26])=[CH:15][C:14]=2[OH:32])[CH:10]=[CH:11][CH:12]=1)[CH3:2].IC.[C:36]([O-])([O-])=O.[K+].[K+], predict the reaction product. The product is: [CH2:1]([NH:3][C:4](=[O:33])[NH:5][CH2:6][C:7]1[CH:12]=[CH:11][CH:10]=[C:9]([C:13]2[CH:18]=[CH:17][C:16]([C:19]([CH3:31])([CH3:30])[CH2:20][CH2:21][CH2:22][NH:23][C:24](=[O:29])[C:25]([CH3:27])([CH3:26])[CH3:28])=[CH:15][C:14]=2[O:32][CH3:36])[CH:8]=1)[CH3:2]. (2) Given the reactants [N:1]1([C:7]2[CH:14]=[CH:13][C:12]([O:15][CH2:16][CH2:17][CH2:18][N:19]3[CH2:24][CH2:23][CH2:22][CH2:21][CH2:20]3)=[CH:11][C:8]=2[C:9]#[N:10])[CH2:6][CH2:5][NH:4][CH2:3][CH2:2]1.[C:25](O)(=[O:32])[C:26]1[CH:31]=[CH:30][CH:29]=[CH:28][CH:27]=1, predict the reaction product. The product is: [C:26]1([C:25]([N:4]2[CH2:3][CH2:2][N:1]([C:7]3[CH:14]=[CH:13][C:12]([O:15][CH2:16][CH2:17][CH2:18][N:19]4[CH2:20][CH2:21][CH2:22][CH2:23][CH2:24]4)=[CH:11][C:8]=3[C:9]#[N:10])[CH2:6][CH2:5]2)=[O:32])[CH:31]=[CH:30][CH:29]=[CH:28][CH:27]=1. (3) Given the reactants [C@@H:1]12[CH2:10][C@@H:7]([CH:8]=[CH:9]1)[C@H:6]1[C@@H:2]2[C:3](=[O:12])[O:4][C:5]1=[O:11].C1(C)C=CC=CC=1.[CH3:20][O:21]C1C=CC2N=CC=C([C@@H](O)[C@H]3N4C[C@H](C=C)[C@@H](CC4)C3)C=2C=1.CO, predict the reaction product. The product is: [CH3:20][O:21][C:3]([C@@H:2]1[C@H:1]2[CH2:10][C@H:7]([CH:8]=[CH:9]2)[C@@H:6]1[C:5]([OH:4])=[O:11])=[O:12]. (4) Given the reactants [I:1][C:2]1[CH:3]=[C:4]2[O:8][C:7]([C:9]3[CH:14]=[CH:13][CH:12]=[CH:11][CH:10]=3)=[N:6][C:5]2=[C:15]([C:17]([OH:19])=O)[CH:16]=1.Cl.C(N=C=NCCCN(C)C)C.ON1C2C=CC=CC=2N=N1.Cl.Cl.[NH2:44][CH:45]1[CH2:52][CH:51]2[N:53]([CH3:54])[CH:47]([CH2:48][CH2:49][CH2:50]2)[CH2:46]1.C(N(CC)CC)C, predict the reaction product. The product is: [CH3:54][N:53]1[CH:47]2[CH2:48][CH2:49][CH2:50][CH:51]1[CH2:52][CH:45]([NH:44][C:17]([C:15]1[CH:16]=[C:2]([I:1])[CH:3]=[C:4]3[O:8][C:7]([C:9]4[CH:10]=[CH:11][CH:12]=[CH:13][CH:14]=4)=[N:6][C:5]=13)=[O:19])[CH2:46]2.